Dataset: Forward reaction prediction with 1.9M reactions from USPTO patents (1976-2016). Task: Predict the product of the given reaction. (1) Given the reactants [CH3:1][C:2]1[CH:7]=[C:6]([O:8][CH2:9][C:10](O)=[O:11])[C:5]([CH3:13])=[CH:4][C:3]=1[C:14]1[C:19]([CH3:20])=[CH:18][C:17]([CH3:21])=[CH:16][C:15]=1[CH3:22].C(Cl)(=O)C(Cl)=O.[NH2:29][C:30]1[CH:31]=[C:32]([C:40]([O:42][CH3:43])=[O:41])[CH:33]=[C:34]([CH:39]=1)[C:35]([O:37][CH3:38])=[O:36].C(N(CC)CC)C, predict the reaction product. The product is: [CH3:1][C:2]1[CH:7]=[C:6]([O:8][CH2:9][C:10]([NH:29][C:30]2[CH:39]=[C:34]([C:35]([O:37][CH3:38])=[O:36])[CH:33]=[C:32]([CH:31]=2)[C:40]([O:42][CH3:43])=[O:41])=[O:11])[C:5]([CH3:13])=[CH:4][C:3]=1[C:14]1[C:19]([CH3:20])=[CH:18][C:17]([CH3:21])=[CH:16][C:15]=1[CH3:22]. (2) The product is: [I-:11].[C:15]([CH2:12][CH2:13][N+:8]([CH2:7][CH3:6])([CH3:9])[CH3:10])(=[O:14])[CH:16]=[CH2:17]. Given the reactants C(O[CH2:6][CH2:7][N:8]([CH3:10])[CH3:9])(=O)C=C.[I:11][CH2:12][CH3:13].[O:14]1C[CH2:17][CH2:16][CH2:15]1, predict the reaction product. (3) Given the reactants [C:1]([C:3]1[C:12]2[CH:13]([CH2:15][N:16]3[CH2:21][CH2:20][CH:19]([NH:22]C(=O)OC(C)(C)C)[CH2:18][CH2:17]3)[CH2:14][N:10]3[C:11]=2[C:6]([CH:7]=[CH:8][C:9]3=[O:30])=[CH:5][CH:4]=1)#[N:2].C(O)(C(F)(F)F)=O.CC[NH+](CC)CC.CC[NH+](CC)CC.C([O-])([O-])=O, predict the reaction product. The product is: [NH2:22][CH:19]1[CH2:20][CH2:21][N:16]([CH2:15][CH:13]2[C:12]3=[C:11]4[C:6](=[CH:5][CH:4]=[C:3]3[C:1]#[N:2])[CH:7]=[CH:8][C:9](=[O:30])[N:10]4[CH2:14]2)[CH2:17][CH2:18]1. (4) Given the reactants [C:1]([C:5]1[CH:9]=[C:8]([NH:10][C:11]([NH:13][C:14]2[CH:19]=[C:18]([C:20]3[C:31](=[O:32])[N:30]([CH3:33])[C:23]4[N:24]=[C:25](SC)[N:26]=[CH:27][C:22]=4[CH:21]=3)[CH:17]=[CH:16][C:15]=2[F:34])=[O:12])[O:7][N:6]=1)([CH3:4])([CH3:3])[CH3:2].C1C=C(Cl)C=C(C(OO)=O)C=1.[CH3:46][NH2:47].Cl, predict the reaction product. The product is: [C:1]([C:5]1[CH:9]=[C:8]([NH:10][C:11]([NH:13][C:14]2[CH:19]=[C:18]([C:20]3[C:31](=[O:32])[N:30]([CH3:33])[C:23]4[N:24]=[C:25]([NH:47][CH3:46])[N:26]=[CH:27][C:22]=4[CH:21]=3)[CH:17]=[CH:16][C:15]=2[F:34])=[O:12])[O:7][N:6]=1)([CH3:4])([CH3:3])[CH3:2]. (5) Given the reactants [F:1][C:2]1[CH:3]=[C:4]2[C:8](=[CH:9][CH:10]=1)[NH:7][C:6](=[O:11])[CH2:5]2.[Li+].C[Si]([N-][Si](C)(C)C)(C)C.[Br:22][C:23]1[C:27]([CH3:29])([CH3:28])[O:26][C:25](=O)[CH:24]=1.Cl, predict the reaction product. The product is: [Br:22][C:23]1[C:27]([CH3:29])([CH3:28])[O:26]/[C:25](=[C:5]2/[C:6](=[O:11])[NH:7][C:8]3[C:4]/2=[CH:3][C:2]([F:1])=[CH:10][CH:9]=3)/[CH:24]=1. (6) Given the reactants Br[C:2]1[CH:7]=[CH:6][C:5]([C:8]([F:11])([F:10])[F:9])=[CH:4][C:3]=1[S:12]([N:15]1[CH2:20][CH2:19][N:18]([C:21]([O:23][C:24]([CH3:27])([CH3:26])[CH3:25])=[O:22])[CH2:17][CH2:16]1)(=[O:14])=[O:13].[C:28](=O)([O-])[O-].[K+].[K+].CB1OB(C)OB(C)O1, predict the reaction product. The product is: [CH3:28][C:2]1[CH:7]=[CH:6][C:5]([C:8]([F:11])([F:10])[F:9])=[CH:4][C:3]=1[S:12]([N:15]1[CH2:20][CH2:19][N:18]([C:21]([O:23][C:24]([CH3:27])([CH3:26])[CH3:25])=[O:22])[CH2:17][CH2:16]1)(=[O:14])=[O:13]. (7) Given the reactants [CH3:1][N:2]1[C:6]([C:7]([OH:9])=O)=[CH:5][CH:4]=[N:3]1.O1CCCC1.S(Cl)(Cl)=O.[NH2:19][C:20]1[CH:21]=[C:22]([CH:39]=[CH:40][C:41]=1[CH3:42])[O:23][C:24]1[CH:25]=[CH:26][C:27]2[N:28]([N:30]=[C:31]([NH:33][C:34]([CH:36]3[CH2:38][CH2:37]3)=[O:35])[N:32]=2)[CH:29]=1, predict the reaction product. The product is: [CH:36]1([C:34]([NH:33][C:31]2[N:32]=[C:27]3[CH:26]=[CH:25][C:24]([O:23][C:22]4[CH:39]=[CH:40][C:41]([CH3:42])=[C:20]([NH:19][C:7]([C:6]5[N:2]([CH3:1])[N:3]=[CH:4][CH:5]=5)=[O:9])[CH:21]=4)=[CH:29][N:28]3[N:30]=2)=[O:35])[CH2:37][CH2:38]1. (8) Given the reactants FC(F)(F)C([NH:5][C@H:6]1[C:14]2[C:9](=[CH:10][CH:11]=[C:12]([CH3:15])[CH:13]=2)[C@@H:8]([OH:16])[CH2:7]1)=O.[O:19]1[CH2:21][C@@H:20]1[C@@H:22]([NH:30][C:31](=[O:37])[O:32][C:33]([CH3:36])([CH3:35])[CH3:34])[CH2:23][C:24]1[CH:29]=[CH:28][CH:27]=[CH:26][CH:25]=1.[CH2:38](O[C@H]1C2C(=CC(OCCC)=CC=2)[C@@H](N)C1)[CH:39]=[CH2:40], predict the reaction product. The product is: [CH2:40]([O:16][C@H:8]1[C:9]2[C:14](=[CH:13][C:12]([CH3:15])=[CH:11][CH:10]=2)[C@@H:6]([NH:5][CH2:21][C@@H:20]([OH:19])[C@@H:22]([NH:30][C:31](=[O:37])[O:32][C:33]([CH3:36])([CH3:35])[CH3:34])[CH2:23][C:24]2[CH:29]=[CH:28][CH:27]=[CH:26][CH:25]=2)[CH2:7]1)[CH:39]=[CH2:38].